From a dataset of Reaction yield outcomes from USPTO patents with 853,638 reactions. Predict the reaction yield, written as a fraction of the theoretical maximum amount of product (1.0 means a 100% yield; for example, 0.34 means a 34% yield). The reactants are OS([O-])=O.[Na+].[CH:6](=O)[C:7]1[CH:12]=[CH:11][CH:10]=[CH:9][CH:8]=1.[NH2:14][C:15]1[CH:16]=[C:17]([CH:22]=[CH:23][C:24]=1[NH2:25])[C:18]([O:20][CH3:21])=[O:19].O. The catalyst is C(O)C. The product is [C:7]1([C:6]2[NH:25][C:24]3[CH:23]=[CH:22][C:17]([C:18]([O:20][CH3:21])=[O:19])=[CH:16][C:15]=3[N:14]=2)[CH:12]=[CH:11][CH:10]=[CH:9][CH:8]=1. The yield is 0.970.